Dataset: Catalyst prediction with 721,799 reactions and 888 catalyst types from USPTO. Task: Predict which catalyst facilitates the given reaction. (1) Reactant: [C:1]([O:5][C:6]([N:8]1[CH2:12][C@@H:11]([CH2:13][NH:14][CH3:15])[C@H:10]([CH2:16][N:17]([C:21](=[O:36])[C:22]2[CH:27]=[CH:26][C:25]([CH2:28][CH3:29])=[C:24]([O:30][CH2:31][CH2:32][CH2:33][O:34][CH3:35])[CH:23]=2)[CH:18]([CH3:20])[CH3:19])[CH2:9]1)=[O:7])([CH3:4])([CH3:3])[CH3:2].[C:37]1([CH2:43][C:44](Cl)=[O:45])[CH:42]=[CH:41][CH:40]=[CH:39][CH:38]=1.C(N(CC)CC)C. Product: [C:1]([O:5][C:6]([N:8]1[CH2:12][C@@H:11]([CH2:13][N:14]([CH3:15])[C:44](=[O:45])[CH2:43][C:37]2[CH:42]=[CH:41][CH:40]=[CH:39][CH:38]=2)[C@H:10]([CH2:16][N:17]([C:21](=[O:36])[C:22]2[CH:27]=[CH:26][C:25]([CH2:28][CH3:29])=[C:24]([O:30][CH2:31][CH2:32][CH2:33][O:34][CH3:35])[CH:23]=2)[CH:18]([CH3:19])[CH3:20])[CH2:9]1)=[O:7])([CH3:4])([CH3:2])[CH3:3]. The catalyst class is: 2. (2) Reactant: C([N:8]1[CH2:13][CH2:12][CH:11]([NH:14][C:15]2[CH:20]=[CH:19][C:18]([C:21]([F:24])([F:23])[F:22])=[CH:17][N:16]=2)[CH2:10][CH2:9]1)C1C=CC=CC=1.C(N(C(C)C)CC)(C)C.ClC(OC(Cl)C)=O. Product: [NH:8]1[CH2:9][CH2:10][CH:11]([NH:14][C:15]2[CH:20]=[CH:19][C:18]([C:21]([F:23])([F:22])[F:24])=[CH:17][N:16]=2)[CH2:12][CH2:13]1. The catalyst class is: 4. (3) Reactant: [CH3:1][C:2]1[CH:11]=[C:10]([N:12]2[CH2:17][CH2:16][N:15]([C:18](=[O:23])/[CH:19]=[CH:20]/[CH2:21][CH3:22])[CH2:14][CH2:13]2)[C:9]2[C:4](=[CH:5][CH:6]=[CH:7][CH:8]=2)[N:3]=1.ClC1C=CC=C(C(OO)=[O:32])C=1. Product: [CH3:1][C:2]1[CH:11]=[C:10]([N:12]2[CH2:17][CH2:16][N:15]([C:18](=[O:23])/[CH:19]=[CH:20]/[CH2:21][CH3:22])[CH2:14][CH2:13]2)[C:9]2[C:4](=[CH:5][CH:6]=[CH:7][CH:8]=2)[N+:3]=1[O-:32]. The catalyst class is: 4. (4) Reactant: O.NN.[CH3:4][N:5]1[C:10]([CH3:11])=[CH:9][C:8]([C:12]([F:15])([F:14])[F:13])=[C:7]([CH2:16][N:17]2C(=O)C3C(=CC=CC=3)C2=O)[C:6]1=[O:28]. Product: [NH2:17][CH2:16][C:7]1[C:6](=[O:28])[N:5]([CH3:4])[C:10]([CH3:11])=[CH:9][C:8]=1[C:12]([F:13])([F:14])[F:15]. The catalyst class is: 8. (5) Reactant: [F:1][C:2]1([CH3:18])[CH2:6][O:5][CH2:4][CH:3]1[NH:7]C(=O)OCC1C=CC=CC=1.[ClH:19]. Product: [ClH:19].[F:1][C:2]1([CH3:18])[CH2:6][O:5][CH2:4][CH:3]1[NH2:7]. The catalyst class is: 43.